From a dataset of Full USPTO retrosynthesis dataset with 1.9M reactions from patents (1976-2016). Predict the reactants needed to synthesize the given product. (1) Given the product [CH:16]1([C@H:19]2[C@H:23]([NH:24][C:2]3[C:11]4[C:6](=[C:7]([O:14][CH3:15])[C:8]([O:12][CH3:13])=[CH:9][CH:10]=4)[N:5]=[CH:4][N:3]=3)[CH2:22][CH2:21][O:20]2)[CH2:18][CH2:17]1, predict the reactants needed to synthesize it. The reactants are: Cl[C:2]1[C:11]2[C:6](=[C:7]([O:14][CH3:15])[C:8]([O:12][CH3:13])=[CH:9][CH:10]=2)[N:5]=[CH:4][N:3]=1.[CH:16]1([C@H:19]2[C@H:23]([NH2:24])[CH2:22][CH2:21][O:20]2)[CH2:18][CH2:17]1.CCN(C(C)C)C(C)C. (2) Given the product [F:30][C:3]([F:2])([C:26]([F:27])([F:28])[F:29])[CH2:4][CH2:5][CH:6]=[CH:41][CH2:40][CH2:39][CH2:38][OH:37], predict the reactants needed to synthesize it. The reactants are: [I-].[F:2][C:3]([F:30])([C:26]([F:29])([F:28])[F:27])[CH2:4][CH2:5][CH2:6][P+](C1C=CC=CC=1)(C1C=CC=CC=1)C1C=CC=CC=1.CC([O-])(C)C.[K+].[O:37]1[CH2:41][CH2:40][CH2:39][CH:38]1O. (3) Given the product [S:21]1[CH:25]=[CH:24][N:23]=[C:22]1[NH:26][C:12](=[O:14])[CH:11]([N:6]1[C:7]2[C:3](=[C:2]([Cl:1])[CH:10]=[CH:9][CH:8]=2)[C:4](=[O:20])[C:5]1=[O:19])[CH2:15][CH:16]([CH3:18])[CH3:17], predict the reactants needed to synthesize it. The reactants are: [Cl:1][C:2]1[CH:10]=[CH:9][CH:8]=[C:7]2[C:3]=1[C:4](=[O:20])[C:5](=[O:19])[N:6]2[CH:11]([CH2:15][CH:16]([CH3:18])[CH3:17])[C:12]([OH:14])=O.[S:21]1[CH:25]=[CH:24][N:23]=[C:22]1[NH2:26].C(N(CC)C(C)C)(C)C.F[P-](F)(F)(F)(F)F.N1(O[P+](N(C)C)(N(C)C)N(C)C)C2C=CC=CC=2N=N1. (4) Given the product [CH3:25][O:27][C:15]1[CH:14]=[C:13]([CH2:2][CH2:3][CH2:4][CH2:5][CH2:6][CH2:7][CH2:8][CH2:9][CH3:10])[CH:18]=[CH:17][C:16]=1[C:19]([OH:21])=[O:20], predict the reactants needed to synthesize it. The reactants are: Br[CH:2]([C:13]1[CH:18]=[CH:17][CH:16]=[CH:15][CH:14]=1)[CH:3](OC)[CH2:4][CH2:5][CH2:6][CH2:7][CH2:8][CH2:9][CH3:10].[C:19](=[O:21])=[O:20].[NH4+].[Cl-].Cl.[CH2:25]([O:27]CC)C.